Dataset: Forward reaction prediction with 1.9M reactions from USPTO patents (1976-2016). Task: Predict the product of the given reaction. (1) Given the reactants [S:1]1[CH:5]=[CH:4][C:3]([CH:6]=O)=[CH:2]1.[CH3:8][O:9][C:10]1[CH:11]=[C:12]2[C:17](=[CH:18][CH:19]=1)[N:16]=[C:15]([NH:20][C@H:21]1[CH2:26][C@H:25]3[CH2:27][C@@H:22]1[C@@H:23]([NH2:28])[CH2:24]3)[CH:14]=[C:13]2[CH3:29].C(Cl)Cl.CC(O)=O, predict the reaction product. The product is: [CH3:8][O:9][C:10]1[CH:11]=[C:12]2[C:17](=[CH:18][CH:19]=1)[N:16]=[C:15]([NH:20][C@H:21]1[CH2:26][C@H:25]3[CH2:27][C@@H:22]1[C@@H:23]([NH:28][CH2:6][C:3]1[CH:4]=[CH:5][S:1][CH:2]=1)[CH2:24]3)[CH:14]=[C:13]2[CH3:29]. (2) Given the reactants [F:1][C:2]1[CH:7]=[CH:6][C:5]([C:8]2[N:9]=[C:10]3[CH:15]=[CH:14][C:13]([N:16]4[CH2:21][CH2:20][O:19][CH2:18][CH2:17]4)=[CH:12][N:11]3[C:22]=2[C:23]2[CH:24]=[CH:25][C:26]3[N:27]([CH:29]=[C:30]([NH:32]C(=O)C)[N:31]=3)[N:28]=2)=[CH:4][CH:3]=1.Cl.O1CCOCC1, predict the reaction product. The product is: [F:1][C:2]1[CH:7]=[CH:6][C:5]([C:8]2[N:9]=[C:10]3[CH:15]=[CH:14][C:13]([N:16]4[CH2:21][CH2:20][O:19][CH2:18][CH2:17]4)=[CH:12][N:11]3[C:22]=2[C:23]2[CH:24]=[CH:25][C:26]3[N:27]([CH:29]=[C:30]([NH2:32])[N:31]=3)[N:28]=2)=[CH:4][CH:3]=1. (3) Given the reactants [NH:1]1[CH2:6][CH2:5][CH:4]([C:7]2[CH:15]=[CH:14][CH:13]=[C:12]3[C:8]=2[CH2:9][C:10](=[O:16])[NH:11]3)[CH2:3][CH2:2]1.[CH3:17][C:18]1[C:22]([C:23]([N:25]2[CH2:30][CH2:29][CH2:28][CH2:27][CH2:26]2)=[O:24])=[CH:21][NH:20][C:19]=1[CH:31]=O, predict the reaction product. The product is: [CH3:17][C:18]1[C:22]([C:23]([N:25]2[CH2:30][CH2:29][CH2:28][CH2:27][CH2:26]2)=[O:24])=[CH:21][NH:20][C:19]=1[CH:31]=[C:9]1[C:8]2[C:12](=[CH:13][CH:14]=[CH:15][C:7]=2[CH:4]2[CH2:3][CH2:2][NH:1][CH2:6][CH2:5]2)[NH:11][C:10]1=[O:16]. (4) Given the reactants C(OC([NH:8][CH2:9][C:10]1[CH:11]=[C:12]([C:16]2[N:21]=[C:20]([C:22]([NH:24][C:25]3[CH:30]=[CH:29][CH:28]=[CH:27][C:26]=3[CH2:31][C:32]([O:34]C(C)(C)C)=[O:33])=[O:23])[CH:19]=[C:18](Cl)[CH:17]=2)[CH:13]=[CH:14][CH:15]=1)=O)(C)(C)C.[O:40]1[CH2:44][CH2:43][CH2:42][C@H:41]1[CH2:45][NH2:46], predict the reaction product. The product is: [NH2:8][CH2:9][C:10]1[CH:11]=[C:12]([C:16]2[N:21]=[C:20]([C:22]([NH:24][C:25]3[CH:30]=[CH:29][CH:28]=[CH:27][C:26]=3[CH2:31][C:32]([OH:34])=[O:33])=[O:23])[CH:19]=[C:18]([NH:46][CH2:45][C@@H:41]3[CH2:42][CH2:43][CH2:44][O:40]3)[CH:17]=2)[CH:13]=[CH:14][CH:15]=1. (5) Given the reactants [Br:1]Br.[CH2:3]([O:5][C:6]1[CH:7]=[C:8]([CH:12]=[CH:13][C:14]=1[F:15])[C:9]([OH:11])=[O:10])[CH3:4].C(O)(=O)C, predict the reaction product. The product is: [Br:1][C:12]1[CH:13]=[C:14]([F:15])[C:6]([O:5][CH2:3][CH3:4])=[CH:7][C:8]=1[C:9]([OH:11])=[O:10]. (6) Given the reactants [O:1]([CH2:9][CH2:10]O[Si](C(C)(C)C)(C)C)S(C(F)(F)F)(=O)=O.[CH3:19][C@H:20]1[C@@:59]2([OH:61])[O:60][C@H:23]([CH2:24][C@H:25]([O:82][CH3:83])[C:26]([CH3:81])=[CH:27][CH:28]=[CH:29][CH:30]=[CH:31][C@@H:32]([CH3:80])[CH2:33][C@@H:34]([CH3:79])[C:35]([C@H:37]([O:77][CH3:78])[C@H:38]([OH:76])[C:39]([CH3:75])=[CH:40][C@@H:41]([CH3:74])[C:42]([CH2:44][C@@H:45]([C@@H:62]([CH2:64][C@H:65]3[CH2:70][C@@H:69]([O:71][CH3:72])[C@H:68]([OH:73])[CH2:67][CH2:66]3)[CH3:63])[O:46][C:47]([C@H:49]3[N:54]([C:55]([C:57]2=[O:58])=[O:56])[CH2:53][CH2:52][CH2:51][CH2:50]3)=[O:48])=[O:43])=[O:36])[CH2:22][CH2:21]1, predict the reaction product. The product is: [CH3:19][C@H:20]1[C@@:59]2([OH:61])[O:60][C@H:23]([CH2:24][C@H:25]([O:82][CH3:83])[C:26]([CH3:81])=[CH:27][CH:28]=[CH:29][CH:30]=[CH:31][C@@H:32]([CH3:80])[CH2:33][C@@H:34]([CH3:79])[C:35]([C@H:37]([O:77][CH3:78])[C@H:38]([OH:76])[C:39]([CH3:75])=[CH:40][C@@H:41]([CH3:74])[C:42]([CH2:44][C@@H:45]([C@@H:62]([CH2:64][C@H:65]3[CH2:70][C@@H:69]([O:71][CH3:72])[C@H:68]([O:73][CH2:10][CH2:9][OH:1])[CH2:67][CH2:66]3)[CH3:63])[O:46][C:47]([C@H:49]3[N:54]([C:55]([C:57]2=[O:58])=[O:56])[CH2:53][CH2:52][CH2:51][CH2:50]3)=[O:48])=[O:43])=[O:36])[CH2:22][CH2:21]1. (7) Given the reactants [CH2:1]([O:8][C:9]([CH2:11][CH2:12][CH2:13][C@H:14]([NH:34]C(OC(C)(C)C)=O)[C:15]([O:17][C@@H:18]([CH2:23][C:24]1[CH:33]=[CH:32][C:31]2[C:26](=[CH:27][CH:28]=[CH:29][CH:30]=2)[CH:25]=1)[CH2:19][C:20]([NH2:22])=[O:21])=[O:16])=[O:10])[C:2]1[CH:7]=[CH:6][CH:5]=[CH:4][CH:3]=1.[ClH:42], predict the reaction product. The product is: [ClH:42].[NH2:34][C@@H:14]([CH2:13][CH2:12][CH2:11][C:9]([O:8][CH2:1][C:2]1[CH:7]=[CH:6][CH:5]=[CH:4][CH:3]=1)=[O:10])[C:15]([O:17][C@@H:18]([CH2:23][C:24]1[CH:33]=[CH:32][C:31]2[C:26](=[CH:27][CH:28]=[CH:29][CH:30]=2)[CH:25]=1)[CH2:19][C:20]([NH2:22])=[O:21])=[O:16].